Dataset: Full USPTO retrosynthesis dataset with 1.9M reactions from patents (1976-2016). Task: Predict the reactants needed to synthesize the given product. The reactants are: Cl[C:2]1[CH:7]=[CH:6][N:5]=[C:4]2[S:8][CH:9]=[C:10]([C:11]3[CH:16]=[CH:15][CH:14]=[CH:13][CH:12]=3)[C:3]=12.[NH2:17][CH2:18][C:19]1[CH:24]=[CH:23][CH:22]=[CH:21][N:20]=1. Given the product [C:11]1([C:10]2[C:3]3[C:4](=[N:5][CH:6]=[CH:7][C:2]=3[NH:17][CH2:18][C:19]3[CH:24]=[CH:23][CH:22]=[CH:21][N:20]=3)[S:8][CH:9]=2)[CH:16]=[CH:15][CH:14]=[CH:13][CH:12]=1, predict the reactants needed to synthesize it.